From a dataset of Reaction yield outcomes from USPTO patents with 853,638 reactions. Predict the reaction yield, written as a fraction of the theoretical maximum amount of product (1.0 means a 100% yield; for example, 0.34 means a 34% yield). (1) The reactants are CCN(CC)CC.Br[CH2:9][CH2:10][OH:11].[OH:12][C@@H:13]1[C:29]([CH3:31])([CH3:30])[C:28](=[O:32])[C@H:27]([CH3:33])[C@@H:26]([OH:34])[C@@H:25]([CH3:35])[CH2:24][CH2:23][CH2:22][C@@H:21]2[C@@H:19]([NH:20]2)[CH2:18][C@@H:17](/[C:36](/[CH3:44])=[CH:37]/[C:38]2[N:39]=[C:40]([CH3:43])[S:41][CH:42]=2)[O:16][C:15](=[O:45])[CH2:14]1. The catalyst is C(#N)C. The product is [OH:12][C@@H:13]1[C:29]([CH3:31])([CH3:30])[C:28](=[O:32])[C@H:27]([CH3:33])[C@@H:26]([OH:34])[C@@H:25]([CH3:35])[CH2:24][CH2:23][CH2:22][C@@H:21]2[C@@H:19]([N:20]2[CH2:9][CH2:10][OH:11])[CH2:18][C@@H:17](/[C:36](/[CH3:44])=[CH:37]/[C:38]2[N:39]=[C:40]([CH3:43])[S:41][CH:42]=2)[O:16][C:15](=[O:45])[CH2:14]1. The yield is 0.682. (2) The reactants are [F:1][C:2]([F:16])([F:15])[O:3][C:4]1[CH:12]=[C:11]([CH:13]=[CH2:14])[CH:10]=[CH:9][C:5]=1[C:6]([OH:8])=[O:7].Br[CH:18]([C:23]1[CH:28]=[C:27]([Cl:29])[C:26]([F:30])=[C:25]([Cl:31])[CH:24]=1)[C:19]([F:22])([F:21])[F:20].N1C=CC=CC=1C1C=CC=CN=1. The catalyst is CN1CCCC1.O.Cl[Cu]. The product is [Cl:29][C:27]1[CH:28]=[C:23]([CH:18]([C:19]([F:22])([F:21])[F:20])/[CH:14]=[CH:13]/[C:11]2[CH:10]=[CH:9][C:5]([C:6]([OH:8])=[O:7])=[C:4]([O:3][C:2]([F:15])([F:16])[F:1])[CH:12]=2)[CH:24]=[C:25]([Cl:31])[C:26]=1[F:30]. The yield is 0.210. (3) The reactants are [C:1]1([CH3:35])[C:2]([NH:7][C:8]2[O:9][C:10]([C:16]3[CH:21]=[CH:20][C:19]([N:22]4[CH2:27][CH2:26][N:25]([C:28]([O:30][C:31]([CH3:34])([CH3:33])[CH3:32])=[O:29])[CH2:24][CH2:23]4)=[CH:18][CH:17]=3)=[C:11]([C:13](O)=[O:14])[N:12]=2)=[CH:3][CH:4]=[CH:5][CH:6]=1.O.OC1C2N=N[NH:43]C=2C=CC=1.Cl.CN(C)CCCN=C=NCC.N.O1CCOCC1. The catalyst is C(Cl)Cl.CN(C=O)C. The product is [C:1]1([CH3:35])[C:2]([NH:7][C:8]2[O:9][C:10]([C:16]3[CH:17]=[CH:18][C:19]([N:22]4[CH2:23][CH2:24][N:25]([C:28]([O:30][C:31]([CH3:32])([CH3:33])[CH3:34])=[O:29])[CH2:26][CH2:27]4)=[CH:20][CH:21]=3)=[C:11]([C:13](=[O:14])[NH2:43])[N:12]=2)=[CH:3][CH:4]=[CH:5][CH:6]=1. The yield is 0.320. (4) The reactants are [C:1]([C:3]([CH3:35])([CH3:34])[C:4]1[CH:5]=[C:6]([CH:31]=[CH:32][CH:33]=1)[C:7]([NH:9][C:10]1[CH:15]=[CH:14][C:13]([CH3:16])=[C:12]([NH:17][C:18]2[C:27]3[C:22](=[CH:23][C:24]([N+:28]([O-])=O)=[CH:25][CH:26]=3)[N:21]=[CH:20][N:19]=2)[CH:11]=1)=[O:8])#[N:2]. The catalyst is CO.[Pd]. The product is [NH2:28][C:24]1[CH:23]=[C:22]2[C:27]([C:18]([NH:17][C:12]3[CH:11]=[C:10]([NH:9][C:7](=[O:8])[C:6]4[CH:31]=[CH:32][CH:33]=[C:4]([C:3]([C:1]#[N:2])([CH3:35])[CH3:34])[CH:5]=4)[CH:15]=[CH:14][C:13]=3[CH3:16])=[N:19][CH:20]=[N:21]2)=[CH:26][CH:25]=1. The yield is 0.900. (5) The reactants are [Cl:1][C:2]1[CH:3]=[CH:4][C:5]([NH2:8])=[N:6][CH:7]=1.[I:9]I. The catalyst is CCO.[O-]S([O-])(=O)=O.[Ag+].[Ag+]. The product is [Cl:1][C:2]1[CH:3]=[C:4]([I:9])[C:5]([NH2:8])=[N:6][CH:7]=1. The yield is 0.680. (6) The reactants are [N:1]1[C:9]([NH:10][C@H:11]([C:13]2[N:17]([C:18]3[CH:23]=[CH:22][CH:21]=[CH:20][CH:19]=3)[C:16]3[CH:24]=[C:25]([C:28]#[N:29])[CH:26]=[CH:27][C:15]=3[N:14]=2)[CH3:12])=[C:8]2[C:4]([NH:5][CH:6]=[N:7]2)=[N:3][CH:2]=1.C(=O)([O-])[O-:31].[K+].[K+]. The catalyst is CS(C)=O.O.OO.CCOC(C)=O. The product is [N:1]1[C:9]([NH:10][C@H:11]([C:13]2[N:17]([C:18]3[CH:23]=[CH:22][CH:21]=[CH:20][CH:19]=3)[C:16]3[CH:24]=[C:25]([C:28]([NH2:29])=[O:31])[CH:26]=[CH:27][C:15]=3[N:14]=2)[CH3:12])=[C:8]2[C:4]([NH:5][CH:6]=[N:7]2)=[N:3][CH:2]=1. The yield is 0.640. (7) The reactants are [CH3:1][N:2]([CH3:34])[CH2:3][CH2:4][CH2:5][O:6][C:7]1[CH:12]=[CH:11][C:10]([C:13]2[NH:14][C:15]([C:28]3[CH:33]=[CH:32][N:31]=[CH:30][CH:29]=3)=[C:16]([C:18]3[CH:19]=[C:20]4[C:24](=[CH:25][CH:26]=3)[C:23](=O)[CH2:22][CH2:21]4)[N:17]=2)=[CH:9][CH:8]=1.[NH2:35][OH:36]. The catalyst is C(O)C. The product is [CH3:1][N:2]([CH3:34])[CH2:3][CH2:4][CH2:5][O:6][C:7]1[CH:12]=[CH:11][C:10]([C:13]2[NH:14][C:15]([C:28]3[CH:33]=[CH:32][N:31]=[CH:30][CH:29]=3)=[C:16]([C:18]3[CH:19]=[C:20]4[C:24](=[CH:25][CH:26]=3)[C:23](=[N:35][OH:36])[CH2:22][CH2:21]4)[N:17]=2)=[CH:9][CH:8]=1. The yield is 1.00.